Dataset: Catalyst prediction with 721,799 reactions and 888 catalyst types from USPTO. Task: Predict which catalyst facilitates the given reaction. (1) Reactant: [I:1][C:2]1[CH:21]=[CH:20][C:5]([CH2:6][NH:7][CH2:8][CH2:9][C:10]2[CH:15]=[CH:14][C:13]([S:16]([NH2:19])(=[O:18])=[O:17])=[CH:12][CH:11]=2)=[CH:4][CH:3]=1.CC(O)=O.[CH:26]([C:28]1[N:29]([CH2:33][C:34]([O:36][C:37]([CH3:40])([CH3:39])[CH3:38])=[O:35])[CH:30]=[CH:31][N:32]=1)=O.[BH-](OC(C)=O)(OC(C)=O)OC(C)=O.[Na+]. Product: [I:1][C:2]1[CH:3]=[CH:4][C:5]([CH2:6][N:7]([CH2:26][C:28]2[N:29]([CH2:33][C:34]([O:36][C:37]([CH3:40])([CH3:39])[CH3:38])=[O:35])[CH:30]=[CH:31][N:32]=2)[CH2:8][CH2:9][C:10]2[CH:15]=[CH:14][C:13]([S:16](=[O:17])(=[O:18])[NH2:19])=[CH:12][CH:11]=2)=[CH:20][CH:21]=1. The catalyst class is: 325. (2) Reactant: C[O:2][C:3](=O)[CH2:4][C:5]1([CH2:15][N+:16]([O-])=O)[CH2:14][CH2:13][C:8]2([O:12][CH2:11][CH2:10][O:9]2)[CH2:7][CH2:6]1. Product: [O:12]1[C:8]2([CH2:13][CH2:14][C:5]3([CH2:4][C:3](=[O:2])[NH:16][CH2:15]3)[CH2:6][CH2:7]2)[O:9][CH2:10][CH2:11]1. The catalyst class is: 94. (3) Reactant: [CH:1]1([C:6]2([O:22][CH3:23])[CH2:11][CH2:10][N:9]([C:12]3[CH:21]=[CH:20][C:15]([C:16]([NH:18][NH2:19])=[O:17])=[CH:14][CH:13]=3)[CH2:8][CH2:7]2)[CH2:5][CH2:4][CH2:3][CH2:2]1.N1C=CC=CC=1.Cl[C:31]([C:33]1[CH:42]=[CH:41][C:36]([C:37]([O:39][CH3:40])=[O:38])=[CH:35][CH:34]=1)=[O:32].O. Product: [CH:1]1([C:6]2([O:22][CH3:23])[CH2:11][CH2:10][N:9]([C:12]3[CH:13]=[CH:14][C:15]([C:16]([NH:18][NH:19][C:31]([C:33]4[CH:42]=[CH:41][C:36]([C:37]([O:39][CH3:40])=[O:38])=[CH:35][CH:34]=4)=[O:32])=[O:17])=[CH:20][CH:21]=3)[CH2:8][CH2:7]2)[CH2:2][CH2:3][CH2:4][CH2:5]1. The catalyst class is: 7. (4) The catalyst class is: 12. Product: [F:18][C:15]1[CH:16]=[C:17]2[C:12](=[CH:13][CH:14]=1)[NH:11][CH:10]=[C:9]2[CH2:8][CH2:7][N:1]1[CH2:5][CH2:4][CH2:3][CH2:2]1. Reactant: [NH:1]1[CH2:5][CH2:4][CH2:3][CH2:2]1.Br[CH2:7][CH2:8][C:9]1[C:17]2[C:12](=[CH:13][CH:14]=[C:15]([F:18])[CH:16]=2)[NH:11][CH:10]=1.[OH-].[Na+].C(Cl)(Cl)Cl. (5) Reactant: COC1C=CC(C[N:8](CC2C=CC(OC)=CC=2)[C:9]2[CH:10]=[C:11]3[C:22]4[CH:21]=[CH:20][C:19]([O:23][CH2:24][C@@H:25]([NH:30]C(=O)OC(C)(C)C)[CH2:26][CH:27]([CH3:29])[CH3:28])=[CH:18][C:17]=4[O:16][CH:15]([CH3:38])[C:12]3=[CH:13][N:14]=2)=CC=1.C(O)(C(F)(F)F)=O. Product: [NH2:30][C@@H:25]([CH2:26][CH:27]([CH3:29])[CH3:28])[CH2:24][O:23][C:19]1[CH:20]=[CH:21][C:22]2[C:11]3[C:12](=[CH:13][N:14]=[C:9]([NH2:8])[CH:10]=3)[CH:15]([CH3:38])[O:16][C:17]=2[CH:18]=1. The catalyst class is: 4. (6) Reactant: [Cl:1][C:2]([Cl:39])([Cl:38])[CH2:3][O:4][C:5](=[O:37])[N:6]([CH:16]1[CH2:20][CH:19]([C:21]([N:23]2[CH2:28][CH2:27][N:26]([C:29]3[CH:34]=[CH:33][CH:32]=[CH:31][C:30]=3[C:35]#[N:36])[CH2:25][CH2:24]2)=[O:22])[NH:18][CH2:17]1)[CH2:7][C:8]1[CH:13]=[CH:12][C:11]([F:14])=[CH:10][C:9]=1[F:15].[F:40][C:41]1[C:48]([F:49])=[CH:47][CH:46]=[CH:45][C:42]=1[CH:43]=O.C(O)(=O)C.[BH-](OC(C)=O)(OC(C)=O)OC(C)=O.[Na+]. Product: [Cl:39][C:2]([Cl:1])([Cl:38])[CH2:3][O:4][C:5](=[O:37])[N:6]([CH:16]1[CH2:20][CH:19]([C:21]([N:23]2[CH2:28][CH2:27][N:26]([C:29]3[CH:34]=[CH:33][CH:32]=[CH:31][C:30]=3[C:35]#[N:36])[CH2:25][CH2:24]2)=[O:22])[N:18]([CH2:43][C:42]2[CH:45]=[CH:46][CH:47]=[C:48]([F:49])[C:41]=2[F:40])[CH2:17]1)[CH2:7][C:8]1[CH:13]=[CH:12][C:11]([F:14])=[CH:10][C:9]=1[F:15]. The catalyst class is: 2. (7) Reactant: [Br:1][CH2:2][CH2:3][CH2:4][CH2:5][CH2:6][CH2:7][CH2:8][CH2:9][CH2:10][CH2:11][C:12]([OH:14])=O.S(Cl)(Cl)=O.[C:19]1([CH:25]([C:45]2[CH:50]=[CH:49][CH:48]=[CH:47][CH:46]=2)[O:26][CH2:27][CH2:28][N:29]2[CH2:34][CH2:33][N:32]([CH2:35][CH2:36][CH2:37][C:38]3[CH:43]=[CH:42][C:41]([NH2:44])=[CH:40][CH:39]=3)[CH2:31][CH2:30]2)[CH:24]=[CH:23][CH:22]=[CH:21][CH:20]=1.C(N(CC)CC)C. Product: [CH:25]([O:26][CH2:27][CH2:28][N:29]1[CH2:30][CH2:31][N:32]([CH2:35][CH2:36][CH2:37][C:38]2[CH:39]=[CH:40][C:41]([NH:44][C:12](=[O:14])[CH2:11][CH2:10][CH2:9][CH2:8][CH2:7][CH2:6][CH2:5][CH2:4][CH2:3][CH2:2][Br:1])=[CH:42][CH:43]=2)[CH2:33][CH2:34]1)([C:19]1[CH:20]=[CH:21][CH:22]=[CH:23][CH:24]=1)[C:45]1[CH:50]=[CH:49][CH:48]=[CH:47][CH:46]=1. The catalyst class is: 120. (8) Reactant: [CH2:1]([O:8][CH2:9][CH2:10][O:11][CH2:12][C@@:13]12[CH:22]([OH:23])[O:21][C@H:20]([C@H:24]3[CH2:28][O:27]C(C)(C)[O:25]3)[C@@H:14]1[O:15]C(C)(C)[O:17]2)[C:2]1[CH:7]=[CH:6][CH:5]=[CH:4][CH:3]=1. Product: [CH2:1]([O:8][CH2:9][CH2:10][O:11][CH2:12][C@:13]1([OH:17])[C@@H:28]([OH:27])[C@H:24]([OH:25])[C@@H:20]([CH2:14][OH:15])[O:21][CH:22]1[OH:23])[C:2]1[CH:3]=[CH:4][CH:5]=[CH:6][CH:7]=1. The catalyst class is: 127.